Task: Regression/Classification. Given a drug SMILES string, predict its toxicity properties. Task type varies by dataset: regression for continuous values (e.g., LD50, hERG inhibition percentage) or binary classification for toxic/non-toxic outcomes (e.g., AMES mutagenicity, cardiotoxicity, hepatotoxicity). Dataset: herg_karim.. Dataset: hERG potassium channel inhibition data for cardiac toxicity prediction from Karim et al. (1) The molecule is Cc1cc2cc(/N=C(/NC#N)N[C@H]3CCCCN(CC(=O)N4CCCC4)C3=O)ccc2o1. The result is 0 (non-blocker). (2) The drug is O=c1[nH]c2ccccc2n1CCCN1CCC(n2c(=O)[nH]c3cc(Cl)ccc32)CC1. The result is 1 (blocker). (3) The drug is COC1COCCC1N[C@@H]1C[C@H]2CN(C3CC3)C[C@@]2(C(=O)N2CCc3ncc(C(F)(F)F)cc3C2)C1. The result is 0 (non-blocker). (4) The compound is CC(=O)SCC(Cc1ccccc1)C(=O)NCC(=O)OCc1ccccc1. The result is 0 (non-blocker). (5) The molecule is O=C(CCc1ccccc1)NC1CCC(O)(c2ccc(O)cn2)CC1. The result is 0 (non-blocker).